Dataset: Acute oral toxicity (LD50) regression data from Zhu et al.. Task: Regression/Classification. Given a drug SMILES string, predict its toxicity properties. Task type varies by dataset: regression for continuous values (e.g., LD50, hERG inhibition percentage) or binary classification for toxic/non-toxic outcomes (e.g., AMES mutagenicity, cardiotoxicity, hepatotoxicity). Dataset: ld50_zhu. (1) The drug is CCOC(=O)C1=C(C)NC(C)=C(C(=O)OC)C1c1cccc([N+](=O)[O-])c1. The rat oral LD50 is 1.37, given as -log10 of the dose in mol/kg body weight (higher means more acutely toxic). (2) The rat oral LD50 is 2.33, given as -log10 of the dose in mol/kg body weight (higher means more acutely toxic). The compound is OC1CCc2ccccc21. (3) The drug is NC(Cc1c[nH]c2ccc(O)cc12)C(=O)O. The rat oral LD50 is 2.96, given as -log10 of the dose in mol/kg body weight (higher means more acutely toxic).